The task is: Predict the reaction yield, written as a fraction of the theoretical maximum amount of product (1.0 means a 100% yield; for example, 0.34 means a 34% yield).. This data is from Reaction yield outcomes from USPTO patents with 853,638 reactions. The reactants are C1(C)C(S(O[CH:11]2[CH2:16][CH2:15][N:14]([C:17]3[CH:22]=[CH:21][C:20]([N:23]4[CH2:27][C@H:26]([CH2:28][NH:29][C:30](=[O:32])[CH3:31])[O:25][C:24]4=[O:33])=[CH:19][C:18]=3[F:34])[CH2:13][CH:12]2[OH:35])(=O)=O)=CC=CC=1.[NH:37]1[CH:41]=[N:40][N:39]=[N:38]1.C([O-])([O-])=O.[K+].[K+].O. The catalyst is CN(C=O)C. The product is [N:37]1([CH:11]2[CH2:16][CH2:15][N:14]([C:17]3[CH:22]=[CH:21][C:20]([N:23]4[CH2:27][C@H:26]([CH2:28][NH:29][C:30](=[O:32])[CH3:31])[O:25][C:24]4=[O:33])=[CH:19][C:18]=3[F:34])[CH2:13][CH:12]2[OH:35])[CH:41]=[N:40][N:39]=[N:38]1. The yield is 0.320.